From a dataset of Full USPTO retrosynthesis dataset with 1.9M reactions from patents (1976-2016). Predict the reactants needed to synthesize the given product. (1) Given the product [CH2:11]([O:18][CH2:19][CH2:20][O:21][C:2]1[CH:7]=[CH:6][C:5]([N+:8]([O-:10])=[O:9])=[CH:4][N:3]=1)[C:12]1[CH:17]=[CH:16][CH:15]=[CH:14][CH:13]=1, predict the reactants needed to synthesize it. The reactants are: Cl[C:2]1[CH:7]=[CH:6][C:5]([N+:8]([O-:10])=[O:9])=[CH:4][N:3]=1.[CH2:11]([O:18][CH2:19][CH2:20][OH:21])[C:12]1[CH:17]=[CH:16][CH:15]=[CH:14][CH:13]=1.[H-].[Na+].C(O)(=O)C. (2) Given the product [N:2]1([C:8]2[CH:13]=[CH:12][N:11]=[C:10]([NH:14][C:16]3[S:17][C:18]([C:21]4[CH:22]=[N:23][CH:24]=[C:25]([CH:29]=4)[C:26]([OH:28])=[O:27])=[CH:19][N:20]=3)[CH:9]=2)[CH2:7][CH2:6][O:5][CH2:4][CH2:3]1, predict the reactants needed to synthesize it. The reactants are: Cl.[N:2]1([C:8]2[CH:13]=[CH:12][N:11]=[C:10]([NH2:14])[CH:9]=2)[CH2:7][CH2:6][O:5][CH2:4][CH2:3]1.Cl[C:16]1[S:17][C:18]([C:21]2[CH:22]=[N:23][CH:24]=[C:25]([CH:29]=2)[C:26]([OH:28])=[O:27])=[CH:19][N:20]=1.[H-].[Na+].C(O)(C(F)(F)F)=O. (3) Given the product [I:14][C:13]1[C:6]2[C:5]([NH2:3])=[N:10][CH:9]=[N:8][C:7]=2[N:11]([CH2:15][O:16][CH2:17][CH2:18][Si:19]([CH3:22])([CH3:21])[CH3:20])[CH:12]=1, predict the reactants needed to synthesize it. The reactants are: CO.[NH3:3].Cl[C:5]1[C:6]2[C:13]([I:14])=[CH:12][N:11]([CH2:15][O:16][CH2:17][CH2:18][Si:19]([CH3:22])([CH3:21])[CH3:20])[C:7]=2[N:8]=[CH:9][N:10]=1. (4) Given the product [C:22]([NH:30][C:31]1[CH:40]=[C:39]([O:41][CH2:50][CH2:49][CH2:48][C:42]2[CH:47]=[CH:46][CH:45]=[CH:44][CH:43]=2)[CH:38]=[CH:37][C:32]=1[C:33]([O:35][CH3:36])=[O:34])(=[O:29])[C:23]1[CH:24]=[CH:25][CH:26]=[CH:27][CH:28]=1, predict the reactants needed to synthesize it. The reactants are: N(C(OC(C)C)=O)=NC(OC(C)C)=O.C1(C)C=CC=CC=1.[C:22]([NH:30][C:31]1[CH:40]=[C:39]([OH:41])[CH:38]=[CH:37][C:32]=1[C:33]([O:35][CH3:36])=[O:34])(=[O:29])[C:23]1[CH:28]=[CH:27][CH:26]=[CH:25][CH:24]=1.[C:42]1([CH2:48][CH2:49][CH2:50]O)[CH:47]=[CH:46][CH:45]=[CH:44][CH:43]=1.C1(P(C2C=CC=CC=2)C2C=CC=CC=2)C=CC=CC=1. (5) The reactants are: Cl.[NH:2]1[CH2:7][CH2:6][CH:5]([N:8]2[C@@H:16]3[C@H:11]([CH2:12][CH2:13][CH2:14][CH2:15]3)[CH2:10][C:9]2=[O:17])[CH2:4][CH2:3]1.C[O-].[Na+].[CH3:21][C:22]1[CH:36]=[CH:35][CH:34]=[CH:33][C:23]=1[C:24]([N:26]1[CH2:31][CH2:30][C:29](=O)[CH2:28][CH2:27]1)=[O:25].C([BH3-])#N.[Na+]. Given the product [CH3:21][C:22]1[CH:36]=[CH:35][CH:34]=[CH:33][C:23]=1[C:24]([N:26]1[CH2:27][CH2:28][CH:29]([N:2]2[CH2:3][CH2:4][CH:5]([N:8]3[C@@H:16]4[C@H:11]([CH2:12][CH2:13][CH2:14][CH2:15]4)[CH2:10][C:9]3=[O:17])[CH2:6][CH2:7]2)[CH2:30][CH2:31]1)=[O:25], predict the reactants needed to synthesize it.